From a dataset of Forward reaction prediction with 1.9M reactions from USPTO patents (1976-2016). Predict the product of the given reaction. (1) Given the reactants [Br:1][C:2]1[C:3]([O:15][CH3:16])=[N:4][C:5]([C:11]([F:14])([F:13])[F:12])=[C:6]([Br:10])[C:7]=1[CH2:8][OH:9].[H-].[Na+].[Si:19](Cl)([C:22]([CH3:25])([CH3:24])[CH3:23])([CH3:21])[CH3:20], predict the reaction product. The product is: [Si:19]([O:9][CH2:8][C:7]1[C:6]([Br:10])=[C:5]([C:11]([F:14])([F:13])[F:12])[N:4]=[C:3]([O:15][CH3:16])[C:2]=1[Br:1])([C:22]([CH3:25])([CH3:24])[CH3:23])([CH3:21])[CH3:20]. (2) Given the reactants [CH3:1][CH2:2][O:3][C:4]([C:6]1[N:23]([C:24]([O:26][C:27]([CH3:30])([CH3:29])[CH3:28])=[O:25])[C:9]2=[N:10][CH:11]=[C:12]([O:14]C(=O)C3C=CC=CC=3)[CH:13]=[C:8]2[CH:7]=1)=[O:5].C(=O)([O-])[O-].[K+].[K+].C(OCC)(=O)C, predict the reaction product. The product is: [CH3:1][CH2:2][O:3][C:4]([C:6]1[N:23]([C:24]([O:26][C:27]([CH3:28])([CH3:30])[CH3:29])=[O:25])[C:9]2=[N:10][CH:11]=[C:12]([OH:14])[CH:13]=[C:8]2[CH:7]=1)=[O:5]. (3) Given the reactants CN(C)S([N:6]1[C:10]2[CH:11]=[N:12][N:13]([CH2:16][O:17][CH2:18][C:19]3[CH:24]=[CH:23][CH:22]=[CH:21][CH:20]=3)[C:14](=[O:15])[C:9]=2[N:8]=[C:7]1Cl)(=O)=O.[N:27]1([C:33]([O:35][C:36]([CH3:39])([CH3:38])[CH3:37])=[O:34])[CH2:32][CH2:31][NH:30][CH2:29][CH2:28]1, predict the reaction product. The product is: [CH2:18]([O:17][CH2:16][N:13]1[C:14](=[O:15])[C:9]2[NH:8][C:7]([N:30]3[CH2:29][CH2:28][N:27]([C:33]([O:35][C:36]([CH3:39])([CH3:38])[CH3:37])=[O:34])[CH2:32][CH2:31]3)=[N:6][C:10]=2[CH:11]=[N:12]1)[C:19]1[CH:20]=[CH:21][CH:22]=[CH:23][CH:24]=1. (4) Given the reactants [CH2:1]1[O:10][C:9]2[CH:8]=[CH:7][C:5]([NH2:6])=[CH:4][C:3]=2[O:2]1.[F:11][C:12]([F:29])([F:28])[C:13]1[CH:14]=[C:15]([N:19]2[CH2:24][CH2:23][CH:22]([C:25](O)=[O:26])[CH2:21][CH2:20]2)[CH:16]=[CH:17][CH:18]=1, predict the reaction product. The product is: [O:10]1[C:9]2[CH:8]=[CH:7][C:5]([NH:6][C:25]([CH:22]3[CH2:21][CH2:20][N:19]([C:15]4[CH:16]=[CH:17][CH:18]=[C:13]([C:12]([F:29])([F:11])[F:28])[CH:14]=4)[CH2:24][CH2:23]3)=[O:26])=[CH:4][C:3]=2[O:2][CH2:1]1. (5) Given the reactants [I:1]N1C(=O)CCC1=O.[CH2:9]([C:11]1[N:12]=[C:13]2[CH:18]=[CH:17][CH:16]=[CH:15][N:14]2[CH:19]=1)[CH3:10], predict the reaction product. The product is: [CH2:9]([C:11]1[N:12]=[C:13]2[CH:18]=[CH:17][CH:16]=[CH:15][N:14]2[C:19]=1[I:1])[CH3:10]. (6) Given the reactants Cl[CH2:2][CH2:3][CH2:4][N:5]1[CH2:10][CH2:9][CH2:8][CH:7]2[O:11][CH2:12][CH2:13][CH2:14][CH:6]12.C([O-])([O-])=O.[K+].[K+].[Cl:21][C:22]1[CH:23]=[C:24]([NH:29][C:30]2[C:39]3[C:34](=[CH:35][C:36]([O:41][CH3:42])=[C:37]([OH:40])[CH:38]=3)[N:33]=[CH:32][N:31]=2)[CH:25]=[CH:26][C:27]=1[F:28], predict the reaction product. The product is: [Cl:21][C:22]1[CH:23]=[C:24]([NH:29][C:30]2[C:39]3[C:34](=[CH:35][C:36]([O:41][CH3:42])=[C:37]([O:40][CH2:2][CH2:3][CH2:4][N:5]4[CH2:10][CH2:9][CH2:8][CH:7]5[O:11][CH2:12][CH2:13][CH2:14][CH:6]45)[CH:38]=3)[N:33]=[CH:32][N:31]=2)[CH:25]=[CH:26][C:27]=1[F:28]. (7) The product is: [O:1]=[C:2]1[C:11]2[C:6](=[CH:7][CH:8]=[C:9]([C:12]([O:14][CH3:15])=[O:13])[CH:10]=2)[CH:5]=[CH:4][N:3]1[CH2:16][CH2:17][NH:27][C:26]1[CH:28]=[CH:29][CH:30]=[C:24]([N:19]2[CH:23]=[CH:22][CH:21]=[N:20]2)[CH:25]=1. Given the reactants [O:1]=[C:2]1[C:11]2[C:6](=[CH:7][CH:8]=[C:9]([C:12]([O:14][CH3:15])=[O:13])[CH:10]=2)[CH:5]=[CH:4][N:3]1[CH2:16][CH:17]=O.[N:19]1([C:24]2[CH:25]=[C:26]([CH:28]=[CH:29][CH:30]=2)[NH2:27])[CH:23]=[CH:22][CH:21]=[N:20]1.C(O)(=O)C.C([BH3-])#N.[Na+], predict the reaction product. (8) Given the reactants Cl[C:2]1[C:3]2[C:4](=[CH:17][N:18](CC3C=CC(OC)=CC=3)[N:19]=2)[N:5]=[C:6]([C:8]2[CH:9]=[C:10]3[NH:16][CH:15]=[CH:14][C:11]3=[N:12][CH:13]=2)[N:7]=1.[CH3:29][C:30]1[NH:34][C:33]2[CH:35]=[CH:36][C:37]([NH2:39])=[CH:38][C:32]=2[N:31]=1.Cl, predict the reaction product. The product is: [CH3:29][C:30]1[NH:34][C:33]2[CH:35]=[CH:36][C:37]([NH:39][C:2]3[C:3]4[NH:19][N:18]=[CH:17][C:4]=4[N:5]=[C:6]([C:8]4[CH:9]=[C:10]5[NH:16][CH:15]=[CH:14][C:11]5=[N:12][CH:13]=4)[N:7]=3)=[CH:38][C:32]=2[N:31]=1. (9) Given the reactants C([C@H](NC(=O)C1C=C(C2C=CC=CC=2)C=C(N2CCCC2=O)C=1)[C@@H](O)C[C@H](C(=[O:21])NCCC(C)(C)C)C)C1C=CC=CC=1.[O:44]=[C:45]1[CH2:49][CH2:48][CH2:47][N:46]1[C:50]1[CH:51]=[C:52]([CH:56]=[C:57]([N:59]2[CH2:63][CH2:62][CH2:61][C:60]2=[O:64])[CH:58]=1)[C:53](O)=[O:54].[CH:65]12[CH2:71][C@H:68]([CH2:69][CH2:70]1)[CH2:67][CH:66]2[NH:72][C:73](=[O:92])[C@@:74](O)([CH2:86][CH2:87][CH:88]([CH3:90])[CH3:89])[CH2:75][CH2:76][C@H:77]([NH2:85])[CH2:78][C:79]1[CH:84]=[CH:83][CH:82]=[CH:81][CH:80]=1, predict the reaction product. The product is: [CH2:78]([C@H:77]([NH:85][C:53](=[O:54])[C:52]1[CH:51]=[C:50]([N:46]2[CH2:47][CH2:48][CH2:49][C:45]2=[O:44])[CH:58]=[C:57]([N:59]2[CH2:63][CH2:62][CH2:61][C:60]2=[O:64])[CH:56]=1)[C@@H:76]([OH:21])[CH2:75][C@H:74]([C:73](=[O:92])[NH:72][CH:66]1[CH2:67][CH:68]2[CH2:71][CH:65]1[CH2:70][CH2:69]2)[CH2:86][CH2:87][CH:88]([CH3:90])[CH3:89])[C:79]1[CH:84]=[CH:83][CH:82]=[CH:81][CH:80]=1.